Task: Predict the reactants needed to synthesize the given product.. Dataset: Full USPTO retrosynthesis dataset with 1.9M reactions from patents (1976-2016) (1) Given the product [ClH:1].[Cl:1][C:2]1[C:10]([C:11]([F:14])([F:13])[F:12])=[CH:9][CH:8]=[CH:7][C:3]=1[C:4]([NH:45][C@H:44]([C@@H:39]1[CH2:40][CH2:41][CH2:42][CH2:43][N:38]1[CH3:37])[C:46]1[CH:51]=[CH:50][CH:49]=[CH:48][CH:47]=1)=[O:6], predict the reactants needed to synthesize it. The reactants are: [Cl:1][C:2]1[C:10]([C:11]([F:14])([F:13])[F:12])=[CH:9][CH:8]=[CH:7][C:3]=1[C:4]([OH:6])=O.Cl.CN(C)CCCN=C=NCC.ON1C2C=CC=CC=2N=N1.[CH3:37][N:38]1[CH2:43][CH2:42][CH2:41][CH2:40][C@H:39]1[C@H:44]([C:46]1[CH:51]=[CH:50][CH:49]=[CH:48][CH:47]=1)[NH2:45]. (2) Given the product [NH:20]1[CH2:19][CH2:18][CH:17]([O:16][C:8]2[CH:7]=[C:6]([C:2]3([OH:1])[CH2:5][O:4][CH2:3]3)[CH:11]=[C:10]([C:12]([F:13])([F:15])[F:14])[N:9]=2)[CH2:22][CH2:21]1, predict the reactants needed to synthesize it. The reactants are: [OH:1][C:2]1([C:6]2[CH:11]=[C:10]([C:12]([F:15])([F:14])[F:13])[N:9]=[C:8]([O:16][CH:17]3[CH2:22][CH2:21][N:20](C(OC(C)(C)C)=O)[CH2:19][CH2:18]3)[CH:7]=2)[CH2:5][O:4][CH2:3]1.C(=O)(O)[O-].[Na+]. (3) Given the product [C:46]([NH:45][CH2:44][CH2:43][C:38]1[CH:39]=[CH:40][CH:41]=[CH:42][C:37]=1[O:25][CH2:24][CH2:23][O:22][CH:10]1[CH:9]([C:6]2[CH:5]=[CH:4][C:3]([O:2][CH3:1])=[CH:8][CH:7]=2)[CH2:14][CH2:13][N:12]([C:15]([O:17][C:18]([CH3:19])([CH3:21])[CH3:20])=[O:16])[CH2:11]1)(=[O:48])[CH3:47], predict the reactants needed to synthesize it. The reactants are: [CH3:1][O:2][C:3]1[CH:8]=[CH:7][C:6]([CH:9]2[CH2:14][CH2:13][N:12]([C:15]([O:17][C:18]([CH3:21])([CH3:20])[CH3:19])=[O:16])[CH2:11][CH:10]2[O:22][CH2:23][CH2:24][O:25]S(C2C=CC(C)=CC=2)(=O)=O)=[CH:5][CH:4]=1.O[C:37]1[CH:42]=[CH:41][CH:40]=[CH:39][C:38]=1[CH2:43][CH2:44][NH:45][C:46](=[O:48])[CH3:47].